This data is from Forward reaction prediction with 1.9M reactions from USPTO patents (1976-2016). The task is: Predict the product of the given reaction. (1) Given the reactants [CH3:1][N:2]1[CH2:7][CH2:6][CH2:5][CH:4]([O:8][C:9]([N:11]2[C:17]3[CH:18]=[CH:19][C:20]([NH2:22])=[CH:21][C:16]=3[O:15][CH2:14][CH2:13][CH2:12]2)=[O:10])[CH2:3]1.[CH3:23][NH:24][C:25]([C:27]1[S:28][CH:29]=[CH:30][C:31]=1[NH:32][C:33]1[C:38]([Cl:39])=[CH:37][N:36]=[C:35](Cl)[N:34]=1)=[O:26], predict the reaction product. The product is: [CH3:1][N:2]1[CH2:7][CH2:6][CH2:5][CH:4]([O:8][C:9]([N:11]2[C:17]3[CH:18]=[CH:19][C:20]([NH:22][C:35]4[N:34]=[C:33]([NH:32][C:31]5[CH:30]=[CH:29][S:28][C:27]=5[C:25](=[O:26])[NH:24][CH3:23])[C:38]([Cl:39])=[CH:37][N:36]=4)=[CH:21][C:16]=3[O:15][CH2:14][CH2:13][CH2:12]2)=[O:10])[CH2:3]1. (2) Given the reactants [NH2:1][C:2]1[N:16]=[CH:15][C:14](Br)=[CH:13][C:3]=1[C:4]([NH:6][C:7]1[CH:12]=[CH:11][N:10]=[CH:9][CH:8]=1)=[O:5].CC1(C)C(C)(C)OB([C:26]2[CH:27]=[C:28]([S:32]([N:35]3[CH2:40][CH2:39][CH:38]([OH:41])[CH2:37][CH2:36]3)(=[O:34])=[O:33])[CH:29]=[CH:30][CH:31]=2)O1, predict the reaction product. The product is: [NH2:1][C:2]1[N:16]=[CH:15][C:14]([C:26]2[CH:31]=[CH:30][CH:29]=[C:28]([S:32]([N:35]3[CH2:40][CH2:39][CH:38]([OH:41])[CH2:37][CH2:36]3)(=[O:34])=[O:33])[CH:27]=2)=[CH:13][C:3]=1[C:4]([NH:6][C:7]1[CH:12]=[CH:11][N:10]=[CH:9][CH:8]=1)=[O:5].